Dataset: HIV replication inhibition screening data with 41,000+ compounds from the AIDS Antiviral Screen. Task: Binary Classification. Given a drug SMILES string, predict its activity (active/inactive) in a high-throughput screening assay against a specified biological target. (1) The drug is CC(=O)N1c2cc(N=NN(C)C)ccc2NC(=O)CC1C. The result is 0 (inactive). (2) The drug is Cc1cc(NC(=O)Nc2ccc(N=Nc3cc(S(=O)(O)=[OH+])c4cccc(S(=O)(O)=[OH+])c4c3)c(C)c2)ccc1N=Nc1cc(S(=O)(=O)[O-])c2cccc(S(=O)(O)=[OH+])c2c1.[GaH3]. The result is 0 (inactive). (3) The result is 0 (inactive). The compound is N#CC(C#N)=Cc1cc(Cl)ccc1O.